Dataset: Reaction yield outcomes from USPTO patents with 853,638 reactions. Task: Predict the reaction yield, written as a fraction of the theoretical maximum amount of product (1.0 means a 100% yield; for example, 0.34 means a 34% yield). The catalyst is C1(C)C=CC=CC=1.CC([O-])=O.CC([O-])=O.[Pd+2]. The product is [CH3:27][C:22]1[CH:23]=[C:24]([CH3:26])[N:25]=[C:20]([N:17]2[CH2:18][CH2:19][C:11]3([C:10](=[O:28])[N:9]([CH2:8][C:3]4[C:2]([C:65]5[CH:64]=[CH:63][CH:62]=[C:61]([CH2:60][O:59][CH3:58])[CH:66]=5)=[N:6][N:5]([CH3:7])[N:4]=4)[CH2:14][CH2:13][CH2:12]3)[CH2:15][CH2:16]2)[N:21]=1. The reactants are Br[C:2]1[C:3]([CH2:8][N:9]2[CH2:14][CH2:13][CH2:12][C:11]3([CH2:19][CH2:18][N:17]([C:20]4[N:25]=[C:24]([CH3:26])[CH:23]=[C:22]([CH3:27])[N:21]=4)[CH2:16][CH2:15]3)[C:10]2=[O:28])=[N:4][N:5]([CH3:7])[N:6]=1.COC1C=CC=C(OC)C=1C1C=CC=CC=1P(C1CCCCC1)C1CCCCC1.[CH3:58][O:59][CH2:60][C:61]1[CH:62]=[C:63](B(O)O)[CH:64]=[CH:65][CH:66]=1.[O-]P([O-])([O-])=O.[K+].[K+].[K+]. The yield is 0.700.